This data is from Forward reaction prediction with 1.9M reactions from USPTO patents (1976-2016). The task is: Predict the product of the given reaction. (1) Given the reactants [CH3:1][N:2]([CH3:36])[C:3]([CH:5]([NH:25][S:26]([C:29]1[CH:34]=[CH:33][C:32]([CH3:35])=[CH:31][CH:30]=1)(=[O:28])=[O:27])[CH2:6][C:7]1[CH:24]=[CH:23][C:10]([O:11][C:12]2[CH:17]=[CH:16][C:15]([CH2:18][CH2:19][C:20](O)=[O:21])=[CH:14][CH:13]=2)=[CH:9][CH:8]=1)=[O:4].ON1C2C=CC=CC=2N=N1.CCN=C=NCCCN(C)C.C(N(CC)CC)C.Cl.[CH2:66]([O:73][NH2:74])[C:67]1[CH:72]=[CH:71][CH:70]=[CH:69][CH:68]=1, predict the reaction product. The product is: [CH2:66]([O:73][NH:74][C:20]([CH2:19][CH2:18][C:15]1[CH:16]=[CH:17][C:12]([O:11][C:10]2[CH:9]=[CH:8][C:7]([CH2:6][CH:5]([NH:25][S:26]([C:29]3[CH:34]=[CH:33][C:32]([CH3:35])=[CH:31][CH:30]=3)(=[O:27])=[O:28])[C:3]([N:2]([CH3:36])[CH3:1])=[O:4])=[CH:24][CH:23]=2)=[CH:13][CH:14]=1)=[O:21])[C:67]1[CH:72]=[CH:71][CH:70]=[CH:69][CH:68]=1. (2) Given the reactants [CH3:1][O:2][C:3](=[O:14])[C:4]1[CH:9]=[CH:8][C:7](F)=[C:6]([N+:11]([O-:13])=[O:12])[CH:5]=1.[Cl:15][C:16]1[S:20][C:19]([C:21]2[O:25][N:24]=[C:23]([CH2:26][NH2:27])[CH:22]=2)=[CH:18][CH:17]=1.C(N(CC)CC)C.O, predict the reaction product. The product is: [CH3:1][O:2][C:3](=[O:14])[C:4]1[CH:9]=[CH:8][C:7]([NH:27][CH2:26][C:23]2[CH:22]=[C:21]([C:19]3[S:20][C:16]([Cl:15])=[CH:17][CH:18]=3)[O:25][N:24]=2)=[C:6]([N+:11]([O-:13])=[O:12])[CH:5]=1. (3) Given the reactants [F:1][C:2]([F:21])([F:20])[C:3]1[CH:8]=[CH:7][CH:6]=[CH:5][C:4]=1[C:9]1[O:10][C:11](=[O:19])[C:12]2[CH:18]=[CH:17][CH:16]=[N:15][C:13]=2[N:14]=1.[OH-].[NH4+:23], predict the reaction product. The product is: [F:1][C:2]([F:21])([F:20])[C:3]1[CH:8]=[CH:7][CH:6]=[CH:5][C:4]=1[C:9]([NH:14][C:13]1[N:15]=[CH:16][CH:17]=[CH:18][C:12]=1[C:11]([NH2:23])=[O:19])=[O:10]. (4) Given the reactants [CH3:1][O:2][C:3]1[CH:4]=[C:5]([CH:29]=[CH:30][C:31]=1[O:32][CH3:33])[C:6]([NH:8][C:9]1[CH:14]=[CH:13][C:12]([C:15]([CH3:28])([CH3:27])[CH2:16][NH:17][C:18]([C:20]2[C:24](Br)=[CH:23][N:22]([CH3:26])[N:21]=2)=[O:19])=[CH:11][CH:10]=1)=[O:7].[C:34]1(B(O)O)[CH:39]=[CH:38][CH:37]=[CH:36][CH:35]=1.[F-].[K+], predict the reaction product. The product is: [CH3:1][O:2][C:3]1[CH:4]=[C:5]([CH:29]=[CH:30][C:31]=1[O:32][CH3:33])[C:6]([NH:8][C:9]1[CH:14]=[CH:13][C:12]([C:15]([CH3:28])([CH3:27])[CH2:16][NH:17][C:18]([C:20]2[C:24]([C:34]3[CH:39]=[CH:38][CH:37]=[CH:36][CH:35]=3)=[CH:23][N:22]([CH3:26])[N:21]=2)=[O:19])=[CH:11][CH:10]=1)=[O:7]. (5) Given the reactants [N:1]([C@H:4]1[C@@H:9]([NH:10][C:11]([C:13]2[NH:14][C:15]([CH3:20])=[C:16]([Cl:19])[C:17]=2[Cl:18])=[O:12])[CH2:8][CH2:7][N:6]([C:21]2[S:22][C:23]([C:26]([O:28][CH3:29])=[O:27])=[CH:24][N:25]=2)[CH2:5]1)=[N+:2]=[N-:3].[CH:30]12CC(C=C1)C=[CH:31]2, predict the reaction product. The product is: [Cl:18][C:17]1[C:16]([Cl:19])=[C:15]([CH3:20])[NH:14][C:13]=1[C:11]([NH:10][C@H:9]1[CH2:8][CH2:7][N:6]([C:21]2[S:22][C:23]([C:26]([O:28][CH3:29])=[O:27])=[CH:24][N:25]=2)[CH2:5][C@H:4]1[N:1]1[CH:31]=[CH:30][N:3]=[N:2]1)=[O:12]. (6) Given the reactants CN1C=C(CN(C)C(C2N(C3C=CC(F)=CC=3)C(S)=NC=2)=O)C(C)=N1.[F:26][C:27]1[CH:32]=[CH:31][C:30]([N:33]2[C:37]([C:38]([O:40]CC)=[O:39])=[CH:36][N:35]=[C:34]2[S:43][C:44]([C:47]2[C:52]([F:53])=[CH:51][CH:50]=[C:49]([F:54])[C:48]=2[F:55])([CH3:46])[CH3:45])=[CH:29][CH:28]=1.[OH-].[Li+].C1COCC1, predict the reaction product. The product is: [F:26][C:27]1[CH:32]=[CH:31][C:30]([N:33]2[C:37]([C:38]([OH:40])=[O:39])=[CH:36][N:35]=[C:34]2[S:43][C:44]([C:47]2[C:52]([F:53])=[CH:51][CH:50]=[C:49]([F:54])[C:48]=2[F:55])([CH3:46])[CH3:45])=[CH:29][CH:28]=1. (7) Given the reactants [Cl:1][C:2]1[CH:7]=[CH:6][CH:5]=[C:4]([Cl:8])[C:3]=1I.[CH2:10]([OH:14])[CH2:11][C:12]#[CH:13], predict the reaction product. The product is: [Cl:1][C:2]1[CH:7]=[CH:6][CH:5]=[C:4]([Cl:8])[C:3]=1[C:13]#[C:12][CH2:11][CH2:10][OH:14]. (8) Given the reactants [Br:1][C:2]1[CH:3]=[C:4]2[C:8](=[CH:9][CH:10]=1)[N:7]([CH2:11][O:12][CH2:13][CH2:14][Si:15]([CH3:18])([CH3:17])[CH3:16])[N:6]=[C:5]2I.[NH2:20][C:21]1[N:25]([CH:26]2[CH2:31][CH2:30][CH2:29][CH2:28][CH2:27]2)[C:24]2[CH:32]=[CH:33][C:34]([CH2:36][OH:37])=[CH:35][C:23]=2[N:22]=1.CN[C@@H]1CCCC[C@H]1NC.P([O-])([O-])([O-])=O.[K+].[K+].[K+].O1CCCC1, predict the reaction product. The product is: [Br:1][C:2]1[CH:3]=[C:4]2[C:8](=[CH:9][CH:10]=1)[N:7]([CH2:11][O:12][CH2:13][CH2:14][Si:15]([CH3:18])([CH3:17])[CH3:16])[N:6]=[C:5]2[NH:20][C:21]1[N:25]([CH:26]2[CH2:27][CH2:28][CH2:29][CH2:30][CH2:31]2)[C:24]2[CH:32]=[CH:33][C:34]([CH2:36][OH:37])=[CH:35][C:23]=2[N:22]=1. (9) Given the reactants Cl[C:2]1[CH:7]=[CH:6][CH:5]=[C:4]([C:8]([F:11])([F:10])[F:9])[N:3]=1.[OH:12][C:13]1[CH:20]=[CH:19][C:16]([CH:17]=[O:18])=[CH:15][CH:14]=1.C([O-])([O-])=O.[K+].[K+], predict the reaction product. The product is: [F:9][C:8]([F:11])([F:10])[C:4]1[N:3]=[C:2]([O:12][C:13]2[CH:20]=[CH:19][C:16]([CH:17]=[O:18])=[CH:15][CH:14]=2)[CH:7]=[CH:6][CH:5]=1.